From a dataset of Reaction yield outcomes from USPTO patents with 853,638 reactions. Predict the reaction yield, written as a fraction of the theoretical maximum amount of product (1.0 means a 100% yield; for example, 0.34 means a 34% yield). (1) The reactants are Cl.[C:2]([C:6]1[O:10][N:9]=[C:8]([NH:11][C:12](=[O:36])[N:13]([C:15]2[CH:20]=[CH:19][C:18]([NH:21][C:22](=[O:35])[C:23]3[CH:28]=[CH:27][C:26]([O:29][CH:30]4[CH2:34][CH2:33][NH:32][CH2:31]4)=[CH:25][N:24]=3)=[CH:17][CH:16]=2)[CH3:14])[CH:7]=1)([CH3:5])([CH3:4])[CH3:3].Cl.F[CH2:39][C:40](C1ON=C(NC(=O)NC2C=CC(NC(=O)C3C=CC(OC4CCNCC4)=CN=3)=CC=2)C=1)(C)[CH2:41]F. No catalyst specified. The product is [C:2]([C:6]1[O:10][N:9]=[C:8]([NH:11][C:12](=[O:36])[N:13]([C:15]2[CH:16]=[CH:17][C:18]([NH:21][C:22](=[O:35])[C:23]3[CH:28]=[CH:27][C:26]([O:29][CH:30]4[CH2:34][CH2:33][N:32]([CH:40]([CH3:41])[CH3:39])[CH2:31]4)=[CH:25][N:24]=3)=[CH:19][CH:20]=2)[CH3:14])[CH:7]=1)([CH3:5])([CH3:3])[CH3:4]. The yield is 0.680. (2) The reactants are C(OC([N:8]1[CH2:13][CH2:12][C:11]([C:27]2[CH:32]=[CH:31][C:30]([Cl:33])=[CH:29][CH:28]=2)([CH2:14][O:15][C:16]2[CH:25]=[C:24]3[C:19]([C:20](=[O:26])[NH:21][CH:22]=[N:23]3)=[CH:18][CH:17]=2)[CH2:10][CH2:9]1)=O)(C)(C)C.CO. The catalyst is Cl.O1CCOCC1. The product is [Cl:33][C:30]1[CH:31]=[CH:32][C:27]([C:11]2([CH2:14][O:15][C:16]3[CH:25]=[C:24]4[C:19]([C:20](=[O:26])[NH:21][CH:22]=[N:23]4)=[CH:18][CH:17]=3)[CH2:12][CH2:13][NH:8][CH2:9][CH2:10]2)=[CH:28][CH:29]=1. The yield is 0.440.